Dataset: Forward reaction prediction with 1.9M reactions from USPTO patents (1976-2016). Task: Predict the product of the given reaction. (1) Given the reactants [CH2:1]([N:8]1[C:16]2[C:15]3=[N:17][C@H:18]([CH2:20][C:21]4[CH:26]=[CH:25][CH:24]=[CH:23][CH:22]=4)[CH2:19][N:14]3[C:13](=[O:27])[NH:12][C:11]=2[N:10]=[C:9]1[CH:28]1[CH2:32][CH2:31][CH2:30][CH2:29]1)[C:2]1[CH:7]=[CH:6][CH:5]=[CH:4][CH:3]=1.C(=O)([O-])[O-].[K+].[K+].[CH3:39][O:40][C:41](=[O:44])[CH2:42]Br, predict the reaction product. The product is: [CH2:1]([N:8]1[C:16]2[C:15]3=[N:17][C@H:18]([CH2:20][C:21]4[CH:26]=[CH:25][CH:24]=[CH:23][CH:22]=4)[CH2:19][N:14]3[C:13](=[O:27])[N:12]([CH2:42][C:41]([O:40][CH3:39])=[O:44])[C:11]=2[N:10]=[C:9]1[CH:28]1[CH2:32][CH2:31][CH2:30][CH2:29]1)[C:2]1[CH:3]=[CH:4][CH:5]=[CH:6][CH:7]=1. (2) Given the reactants [NH2:1][C:2]1[S:3][C:4]2[C:9]([N:10]=1)=[CH:8][CH:7]=[C:6]([C:11]1[CH:12]=[C:13]([CH:27]=[CH:28][CH:29]=1)[C:14]([NH:16][C:17]1[CH:22]=[CH:21][CH:20]=[C:19]([C:23]([F:26])([F:25])[F:24])[CH:18]=1)=[O:15])[N:5]=2.C([N:32]([CH2:35][CH3:36])[CH2:33][CH3:34])C.C(Cl)(=O)OC1C=CC([N+]([O-])=O)=CC=1.NC1CC[N:54]([C:57](OC(C)(C)C)=[O:58])[CH2:53]C1.[F:64][C:65]([F:70])([F:69])[C:66]([OH:68])=[O:67], predict the reaction product. The product is: [NH:32]1[CH2:33][CH2:34][CH:53]([NH:54][C:57](=[O:58])[NH:1][C:2]2[S:3][C:4]3[C:9]([N:10]=2)=[CH:8][CH:7]=[C:6]([C:11]2[CH:12]=[C:13]([CH:27]=[CH:28][CH:29]=2)[C:14]([NH:16][C:17]2[CH:22]=[CH:21][CH:20]=[C:19]([C:23]([F:26])([F:25])[F:24])[CH:18]=2)=[O:15])[N:5]=3)[CH2:36][CH2:35]1.[C:66]([OH:68])([C:65]([F:70])([F:69])[F:64])=[O:67].